Regression. Given a peptide amino acid sequence and an MHC pseudo amino acid sequence, predict their binding affinity value. This is MHC class I binding data. From a dataset of Peptide-MHC class I binding affinity with 185,985 pairs from IEDB/IMGT. The MHC is HLA-A02:01 with pseudo-sequence HLA-A02:01. The peptide sequence is LMSFTILCLV. The binding affinity (normalized) is 0.803.